Dataset: NCI-60 drug combinations with 297,098 pairs across 59 cell lines. Task: Regression. Given two drug SMILES strings and cell line genomic features, predict the synergy score measuring deviation from expected non-interaction effect. Synergy scores: CSS=44.3, Synergy_ZIP=-8.74, Synergy_Bliss=-14.3, Synergy_Loewe=-9.20, Synergy_HSA=-7.76. Drug 1: CC1OCC2C(O1)C(C(C(O2)OC3C4COC(=O)C4C(C5=CC6=C(C=C35)OCO6)C7=CC(=C(C(=C7)OC)O)OC)O)O. Drug 2: CN(CC1=CN=C2C(=N1)C(=NC(=N2)N)N)C3=CC=C(C=C3)C(=O)NC(CCC(=O)O)C(=O)O. Cell line: LOX IMVI.